From a dataset of Forward reaction prediction with 1.9M reactions from USPTO patents (1976-2016). Predict the product of the given reaction. (1) The product is: [Cl:1][C:2]1[CH:3]=[C:4]2[C:8](=[CH:9][C:10]=1[Cl:11])[C:7](=[O:12])[N:6]([C:13]1[CH:14]=[CH:15][C:16]([O:19][C:23](=[O:24])[N:22]([CH3:21])[C:26]3[CH:31]=[CH:30][CH:29]=[CH:28][CH:27]=3)=[CH:17][CH:18]=1)[C:5]2=[O:20]. Given the reactants [Cl:1][C:2]1[CH:3]=[C:4]2[C:8](=[CH:9][C:10]=1[Cl:11])[C:7](=[O:12])[N:6]([C:13]1[CH:18]=[CH:17][C:16]([OH:19])=[CH:15][CH:14]=1)[C:5]2=[O:20].[CH3:21][N:22]([C:26]1[CH:31]=[CH:30][CH:29]=[CH:28][CH:27]=1)[C:23](Cl)=[O:24], predict the reaction product. (2) Given the reactants Cl[C:2]1[N:7]2[N:8]=[CH:9][C:10]([C:11]([O:13][CH2:14][CH3:15])=[O:12])=[C:6]2[N:5]=[CH:4][C:3]=1[C:16]([N:18]1[CH2:23][CH2:22][C:21]2([C:27]3[CH:28]=[CH:29][CH:30]=[CH:31][C:26]=3[O:25][CH2:24]2)[CH2:20][CH2:19]1)=[O:17].[F:32][C:33]1[CH:39]=[CH:38][C:37]([CH3:40])=[CH:36][C:34]=1[NH2:35], predict the reaction product. The product is: [CH2:14]([O:13][C:11]([C:10]1[CH:9]=[N:8][N:7]2[C:2]([NH:35][C:34]3[CH:36]=[C:37]([CH3:40])[CH:38]=[CH:39][C:33]=3[F:32])=[C:3]([C:16]([N:18]3[CH2:23][CH2:22][C:21]4([C:27]5[CH:28]=[CH:29][CH:30]=[CH:31][C:26]=5[O:25][CH2:24]4)[CH2:20][CH2:19]3)=[O:17])[CH:4]=[N:5][C:6]=12)=[O:12])[CH3:15]. (3) Given the reactants [Cl:1][C:2]1[C:7]([Cl:8])=[C:6]([Cl:9])[N:5]=[C:4]([C:10]([O:12]C)=O)[CH:3]=1.[OH-].[NH4+:15], predict the reaction product. The product is: [Cl:1][C:2]1[C:7]([Cl:8])=[C:6]([Cl:9])[N:5]=[C:4]([C:10]([NH2:15])=[O:12])[CH:3]=1.